This data is from Full USPTO retrosynthesis dataset with 1.9M reactions from patents (1976-2016). The task is: Predict the reactants needed to synthesize the given product. Given the product [ClH:38].[ClH:38].[NH2:7][C:2]1[NH:3][C:4](=[O:37])[C:5]2[NH:10][CH:9]=[C:8]([C@H:11]3[C@H:12]([OH:34])[C@H:13]([OH:32])[C@@H:14]([CH2:23][OH:24])[NH:15]3)[C:6]=2[CH:39]=1, predict the reactants needed to synthesize it. The reactants are: N[C:2]1[NH:3][C:4](=[O:37])[C:5]2[NH:10][CH:9]=[C:8]([C@@H:11]3[N:15](C(OC(C)(C)C)=O)[C@H:14]([CH2:23][O:24][Si](C(C)(C)C)(C)C)[C@H:13]4[O:32]C(C)(C)[O:34][C@@H:12]34)[C:6]=2[N:7]=1.[ClH:38].[CH3:39]O.